Dataset: Forward reaction prediction with 1.9M reactions from USPTO patents (1976-2016). Task: Predict the product of the given reaction. (1) Given the reactants [F:1][C:2]1[CH:7]=[CH:6][C:5]([N:8]2[C:16]3[C:11](=[CH:12][C:13]([CH:17]([C:22]4[CH:27]=[CH:26][CH:25]=[CH:24][CH:23]=4)[CH2:18][C:19]([OH:21])=O)=[CH:14][CH:15]=3)[CH:10]=[N:9]2)=[CH:4][CH:3]=1.[CH3:28][N:29]1[CH:33]=[N:32][C:31]([NH2:34])=[N:30]1, predict the reaction product. The product is: [F:1][C:2]1[CH:3]=[CH:4][C:5]([N:8]2[C:16]3[C:11](=[CH:12][C:13]([CH:17]([C:22]4[CH:23]=[CH:24][CH:25]=[CH:26][CH:27]=4)[CH2:18][C:19]([NH:34][C:31]4[N:32]=[CH:33][N:29]([CH3:28])[N:30]=4)=[O:21])=[CH:14][CH:15]=3)[CH:10]=[N:9]2)=[CH:6][CH:7]=1. (2) Given the reactants [Br:1][C:2]1[CH:7]=[CH:6][C:5]([CH2:8][C:9]([OH:11])=O)=[C:4]([F:12])[CH:3]=1.[F:13][C:14]([F:25])([F:24])[C:15]([C:18]1[O:22][N:21]=[C:20]([NH2:23])[CH:19]=1)([CH3:17])[CH3:16].CN(C(ON1N=NC2C=CC=NC1=2)=[N+](C)C)C.F[P-](F)(F)(F)(F)F.CCN(CC)CC, predict the reaction product. The product is: [Br:1][C:2]1[CH:7]=[CH:6][C:5]([CH2:8][C:9]([NH:23][C:20]2[CH:19]=[C:18]([C:15]([CH3:17])([CH3:16])[C:14]([F:24])([F:13])[F:25])[O:22][N:21]=2)=[O:11])=[C:4]([F:12])[CH:3]=1. (3) Given the reactants [CH3:1][CH2:2][C@@:3]1([OH:59])[CH2:14][N:12]2[CH2:13][C@@H:5]([CH2:6][C@:7]([C:55]([O:57][CH3:58])=[O:56])([C:22]3[CH:27]=[C:26]4[C@@:28]56[C@@H:39]([N:40]([CH3:41])[C:25]4=[CH:24][C:23]=3[O:53][CH3:54])[C@@:38]([OH:46])([C:42]([O:44][CH3:45])=[O:43])[C@H:37]([O:47][C:48]([CH3:50])=[O:49])[C@:33]3([CH2:51][CH3:52])[CH:34]=[CH:35][CH2:36][N:31]([C@H:32]53)[CH2:30][CH2:29]6)[C:8]3[NH:21][C:20]4[C:15](=[CH:16][CH:17]=[CH:18][CH:19]=4)[C:9]=3[CH2:10][CH2:11]2)[CH2:4]1.OS(O)(=O)=O.C(Cl)Cl.N, predict the reaction product. The product is: [CH3:1][CH2:2][C@@:3]1([OH:59])[CH2:14][N:12]2[CH2:13][C@H:5]([CH2:6][C@:7]([C:55]([O:57][CH3:58])=[O:56])([C:22]3[CH:27]=[C:26]4[C@:28]56[C@@H:32]7[C@:33]([CH2:51][CH3:52])([C@@H:37]([O:47][C:48]([CH3:50])=[O:49])[C@:38]([OH:46])([C:42]([O:44][CH3:45])=[O:43])[C@@H:39]5[N:40]([CH3:41])[C:25]4=[CH:24][C:23]=3[O:53][CH3:54])[CH:34]=[CH:35][CH2:36][N:31]7[CH2:30][CH2:29]6)[C:8]3[NH:21][C:20]4[CH:19]=[CH:18][CH:17]=[CH:16][C:15]=4[C:9]=3[CH2:10][CH2:11]2)[CH2:4]1. (4) Given the reactants [F:1][C:2]1[CH:7]=[CH:6][C:5]([CH2:8][CH2:9][NH:10][CH3:11])=[C:4]([N+:12]([O-:14])=[O:13])[CH:3]=1.Br[CH2:16][C:17]([O:19][CH2:20][CH3:21])=[O:18].C(=O)([O-])[O-].[K+].[K+], predict the reaction product. The product is: [CH2:20]([O:19][C:17](=[O:18])[CH2:16][N:10]([CH2:9][CH2:8][C:5]1[CH:6]=[CH:7][C:2]([F:1])=[CH:3][C:4]=1[N+:12]([O-:14])=[O:13])[CH3:11])[CH3:21].